This data is from Reaction yield outcomes from USPTO patents with 853,638 reactions. The task is: Predict the reaction yield, written as a fraction of the theoretical maximum amount of product (1.0 means a 100% yield; for example, 0.34 means a 34% yield). (1) The reactants are CCN=C=NCCCN(C)C.[Cl:12][C:13]1[CH:18]=[C:17]([F:19])[CH:16]=[CH:15][C:14]=1[C:20]1[CH:25]=[C:24]([C:26]2[S:30][CH:29]=[N:28][CH:27]=2)[CH:23]=[C:22]([C:31](O)=[O:32])[CH:21]=1.C1C=[CH:36][C:37]2[N:42](O)N=N[C:38]=2C=1.CN1[C:49](=[O:50])CCC1. The catalyst is C(Cl)Cl.CN(C=O)C. The product is [CH3:49][O:50][CH2:36][CH:37]([NH:42][C:31]([C:22]1[CH:21]=[C:20]([C:14]2[CH:15]=[CH:16][C:17]([F:19])=[CH:18][C:13]=2[Cl:12])[CH:25]=[C:24]([C:26]2[S:30][CH:29]=[N:28][CH:27]=2)[CH:23]=1)=[O:32])[CH3:38]. The yield is 0.860. (2) The reactants are [CH3:1][O:2][C:3](=[O:11])[C:4]1[CH:9]=[C:8]([OH:10])[CH:7]=[N:6][CH:5]=1.[Br:12][C:13]1[CH:14]=[C:15]([C:20](=[O:22])[CH3:21])[CH:16]=[CH:17][C:18]=1F.C1OCCOCCOCCOCCOCCOC1.[F-].[K+]. The product is [CH3:1][O:2][C:3](=[O:11])[C:4]1[CH:9]=[C:8]([O:10][C:18]2[CH:17]=[CH:16][C:15]([C:20](=[O:22])[CH3:21])=[CH:14][C:13]=2[Br:12])[CH:7]=[N:6][CH:5]=1. The catalyst is C(#N)C. The yield is 0.280. (3) The reactants are [Br:1][C:2]1[CH:11]=[C:10]2[C:5]([C:6]([NH:12][C:13]3[CH:18]=[CH:17][C:16]([F:19])=[C:15]([Cl:20])[CH:14]=3)=[N:7][CH:8]=[N:9]2)=[CH:4][C:3]=1[N+:21]([O-])=O. The catalyst is CO.[Ni]. The product is [Br:1][C:2]1[CH:11]=[C:10]2[C:5]([C:6]([NH:12][C:13]3[CH:18]=[CH:17][C:16]([F:19])=[C:15]([Cl:20])[CH:14]=3)=[N:7][CH:8]=[N:9]2)=[CH:4][C:3]=1[NH2:21]. The yield is 0.781. (4) The reactants are [F:1][C:2]1[CH:3]=[C:4]([C:9]2[CH:10]=[CH:11][C:12]3[N:13]([C:15]([CH2:18][NH:19][C:20]4[CH:21]=[CH:22][N:23]=[C:24]5[C:29]=4[N:28]=[CH:27][C:26]([C:30]4(O)[CH2:35][CH2:34][N:33](C(OC(C)(C)C)=O)[CH2:32][CH2:31]4)=[CH:25]5)=[N:16][N:17]=3)[N:14]=2)[CH:5]=[C:6]([F:8])[CH:7]=1.CCN(S(F)(F)[F:50])CC.C(O)(C(F)(F)F)=O. The catalyst is C(Cl)Cl. The product is [F:8][C:6]1[CH:5]=[C:4]([C:9]2[CH:10]=[CH:11][C:12]3[N:13]([C:15]([CH2:18][NH:19][C:20]4[C:29]5[C:24](=[CH:25][C:26]([C:30]6([F:50])[CH2:35][CH2:34][NH:33][CH2:32][CH2:31]6)=[CH:27][N:28]=5)[N:23]=[CH:22][CH:21]=4)=[N:16][N:17]=3)[N:14]=2)[CH:3]=[C:2]([F:1])[CH:7]=1. The yield is 0.600.